Predict the product of the given reaction. From a dataset of Forward reaction prediction with 1.9M reactions from USPTO patents (1976-2016). (1) Given the reactants C[O:2][C:3]1[CH:4]=[C:5]2N=CN=[C:19](NC3C=CC(F)=C(Cl)C=3)[C:6]2=[CH:7][C:8]=1OCCCN1CCOCC1.C[O:33]CCOC1C=C2C(NC3C=CC=C(C#C)C=3)=NC=NC2=CC=1OCCOC.CC[O:63][C:64]1C=C2N=CC(C#N)=C(NC3C=CC(F)=C(Cl)C=3)C2=C[C:69]=1[NH:70]C(/C=C/CN(C)C)=O, predict the reaction product. The product is: [NH2:70][C@H:69]([C:64]([OH:33])=[O:63])[CH2:19][C:6]1[CH:7]=[CH:8][C:3]([OH:2])=[CH:4][CH:5]=1. (2) Given the reactants [OH:1][CH2:2][CH:3]1[CH2:8][CH2:7][N:6]([C:9]([O:11][CH3:12])=[O:10])[CH:5]([CH2:13][C:14]([CH3:22])([C:16]2[CH:21]=[CH:20][CH:19]=[CH:18][CH:17]=2)[CH3:15])[CH2:4]1.I([O-])(=O)(=O)=[O:24].[Na+], predict the reaction product. The product is: [CH3:12][O:11][C:9]([N:6]1[CH2:7][CH2:8][CH:3]([C:2]([OH:24])=[O:1])[CH2:4][CH:5]1[CH2:13][C:14]([CH3:22])([C:16]1[CH:17]=[CH:18][CH:19]=[CH:20][CH:21]=1)[CH3:15])=[O:10].